From a dataset of Forward reaction prediction with 1.9M reactions from USPTO patents (1976-2016). Predict the product of the given reaction. Given the reactants [CH3:1][N:2]1[C@@H:19]2[CH2:20][C:7]3=[CH:8][CH:9]=[C:10]([OH:22])[C:11]4[O:12][C@H:13]5[C:14]([CH2:16][CH2:17][C@:18]2([OH:21])[C@:5]5([C:6]=43)[CH2:4][CH2:3]1)=[O:15].CN1[C@H]2CC3C=CC(O)=C4O[C@H]5C(C=C[C@]2(O)[C@]5(C=34)CC1)=O.[ClH:45], predict the reaction product. The product is: [CH3:1][N:2]1[C@@H:19]2[CH2:20][C:7]3=[CH:8][CH:9]=[C:10]([OH:22])[C:11]4[O:12][C@H:13]5[C:14]([CH2:16][CH2:17][C@:18]2([OH:21])[C@:5]5([C:6]=43)[CH2:4][CH2:3]1)=[O:15].[ClH:45].